The task is: Regression. Given a peptide amino acid sequence and an MHC pseudo amino acid sequence, predict their binding affinity value. This is MHC class I binding data.. This data is from Peptide-MHC class I binding affinity with 185,985 pairs from IEDB/IMGT. (1) The peptide sequence is LSDAARLFL. The MHC is HLA-B15:01 with pseudo-sequence HLA-B15:01. The binding affinity (normalized) is 0.0847. (2) The peptide sequence is ELYPTVNTY. The MHC is HLA-A02:10 with pseudo-sequence HLA-A02:10. The binding affinity (normalized) is 0.0847. (3) The peptide sequence is WLFSNCRTL. The MHC is HLA-B38:01 with pseudo-sequence HLA-B38:01. The binding affinity (normalized) is 0.362. (4) The peptide sequence is SLLKETIQK. The MHC is HLA-A68:01 with pseudo-sequence HLA-A68:01. The binding affinity (normalized) is 0.246. (5) The peptide sequence is LLDDGWAGE. The MHC is HLA-A24:03 with pseudo-sequence HLA-A24:03. The binding affinity (normalized) is 0.0847. (6) The peptide sequence is LICYQIEYI. The MHC is HLA-A80:01 with pseudo-sequence HLA-A80:01. The binding affinity (normalized) is 0.0847.